This data is from Full USPTO retrosynthesis dataset with 1.9M reactions from patents (1976-2016). The task is: Predict the reactants needed to synthesize the given product. (1) Given the product [CH:38]1([N:19]2[C:18]3[CH:44]=[CH:45][C:15]([C:13]([NH:12][CH2:8][C:9]([OH:11])=[O:10])=[O:14])=[CH:16][C:17]=3[N:21]=[C:20]2[C:22]2[CH:23]=[C:24]3[C:29](=[CH:30][CH:31]=2)[N:28]=[C:27]([C:32]2[CH:37]=[CH:36][CH:35]=[CH:34][CH:33]=2)[CH:26]=[N:25]3)[CH2:43][CH2:42][CH2:41][CH2:40][CH2:39]1, predict the reactants needed to synthesize it. The reactants are: C1(C[CH:8]([NH:12][C:13]([C:15]2[CH:45]=[CH:44][C:18]3[N:19]([CH:38]4[CH2:43][CH2:42][CH2:41][CH2:40][CH2:39]4)[C:20]([C:22]4[CH:23]=[C:24]5[C:29](=[CH:30][CH:31]=4)[N:28]=[C:27]([C:32]4[CH:37]=[CH:36][CH:35]=[CH:34][CH:33]=4)[CH:26]=[N:25]5)=[N:21][C:17]=3[CH:16]=2)=[O:14])[C:9]([OH:11])=[O:10])CCCCC1.C1C=C2C(COC(NCC=O)=O)C3C(C2=CC=1)=CC=CC=3. (2) Given the product [F:13][C:12]([F:15])([F:14])[C:4]1[N:3]=[C:2]([NH:16][NH2:17])[C:11]2[C:6](=[CH:7][CH:8]=[CH:9][CH:10]=2)[N:5]=1, predict the reactants needed to synthesize it. The reactants are: Cl[C:2]1[C:11]2[C:6](=[CH:7][CH:8]=[CH:9][CH:10]=2)[N:5]=[C:4]([C:12]([F:15])([F:14])[F:13])[N:3]=1.[NH2:16][NH2:17].C(=O)([O-])[O-].[K+].[K+].